From a dataset of Forward reaction prediction with 1.9M reactions from USPTO patents (1976-2016). Predict the product of the given reaction. Given the reactants [F:1][CH:2]([F:23])[O:3][C:4]1[CH:9]=[CH:8][C:7]([C:10]2[CH:18]=[CH:17][CH:16]=[C:15]3[C:11]=2[CH2:12][CH2:13][C:14]3=[O:19])=[C:6]([OH:20])[C:5]=1[O:21][CH3:22].C(=O)([O-])[O-].[K+].[K+].[CH2:30](Br)[CH:31]([CH3:33])[CH3:32], predict the reaction product. The product is: [F:1][CH:2]([F:23])[O:3][C:4]1[CH:9]=[CH:8][C:7]([C:10]2[CH:18]=[CH:17][CH:16]=[C:15]3[C:11]=2[CH2:12][CH2:13][C:14]3=[O:19])=[C:6]([O:20][CH2:30][CH:31]([CH3:33])[CH3:32])[C:5]=1[O:21][CH3:22].